From a dataset of Full USPTO retrosynthesis dataset with 1.9M reactions from patents (1976-2016). Predict the reactants needed to synthesize the given product. (1) The reactants are: Br[C:2]1[CH:3]=[CH:4][C:5]([NH:8][CH2:9][C:10]([O:12][CH3:13])=[O:11])=[N:6][CH:7]=1.[C:14]([O:18][C:19]([CH3:22])([CH3:21])[CH3:20])(=[O:17])[CH:15]=[CH2:16].CCN(C(C)C)C(C)C.CC1C=CC=CC=1P(C1C=CC=CC=1C)C1C=CC=CC=1C. Given the product [CH3:13][O:12][C:10]([CH2:9][NH:8][C:5]1[N:6]=[CH:7][C:2](/[CH:16]=[CH:15]/[C:14]([O:18][C:19]([CH3:22])([CH3:21])[CH3:20])=[O:17])=[CH:3][CH:4]=1)=[O:11], predict the reactants needed to synthesize it. (2) Given the product [S:14]1[CH:15]=[CH:16][CH:17]=[C:13]1[CH2:12][CH2:11][CH2:10][CH2:9][O:8][C:7]1[CH:18]=[CH:19][C:4]([NH:1][C:29]([C@:28]([NH:27][C:20](=[O:21])[O:22][C:23]([CH3:26])([CH3:25])[CH3:24])([CH3:34])[CH2:31][OH:32])=[O:30])=[CH:5][CH:6]=1, predict the reactants needed to synthesize it. The reactants are: [N+:1]([C:4]1[CH:19]=[CH:18][C:7]([O:8][CH2:9][CH2:10][CH2:11][CH2:12][C:13]2[S:14][CH:15]=[CH:16][CH:17]=2)=[CH:6][CH:5]=1)([O-])=O.[C:20]([NH:27][C@:28]([CH3:34])([C:31](O)=[O:32])[CH2:29][OH:30])([O:22][C:23]([CH3:26])([CH3:25])[CH3:24])=[O:21].CN(C(ON1N=NC2C=CC=NC1=2)=[N+](C)C)C.F[P-](F)(F)(F)(F)F. (3) Given the product [Cl:1][C:2]1[C:7]2[CH:8]=[CH:9][N:10]([CH3:15])[C:6]=2[CH:5]=[C:4]([Cl:11])[N:3]=1, predict the reactants needed to synthesize it. The reactants are: [Cl:1][C:2]1[C:7]2[CH:8]=[CH:9][NH:10][C:6]=2[CH:5]=[C:4]([Cl:11])[N:3]=1.[H-].[Na+].I[CH3:15]. (4) The reactants are: [N:1]1[CH:6]=[CH:5][N:4]=[C:3]2[C:7](=[O:11])[O:8][C:9](=[O:10])[C:2]=12.[C:12]1([C:18]2[N:19]=[C:20]3[N:25]=[C:24]([NH2:26])[CH:23]=[CH:22][N:21]3[CH:27]=2)[CH:17]=[CH:16][CH:15]=[CH:14][CH:13]=1. Given the product [C:12]1([C:18]2[N:19]=[C:20]3[N:25]=[C:24]([NH:26][C:7]([C:3]4[C:2]([C:9]([OH:8])=[O:10])=[N:1][CH:6]=[CH:5][N:4]=4)=[O:11])[CH:23]=[CH:22][N:21]3[CH:27]=2)[CH:13]=[CH:14][CH:15]=[CH:16][CH:17]=1, predict the reactants needed to synthesize it. (5) The reactants are: Br[C:2]1[CH:3]=[C:4]([CH2:16][O:17][CH2:18][C:19]2([C:32]3[CH:37]=[CH:36][CH:35]=[CH:34][CH:33]=3)[CH2:24][CH2:23][N:22]([C:25]([O:27][C:28]([CH3:31])([CH3:30])[CH3:29])=[O:26])[CH2:21][CH2:20]2)[CH:5]=[C:6]([C:8]2[CH:13]=[CH:12][C:11]([C:14]#[N:15])=[CH:10][CH:9]=2)[CH:7]=1.[CH3:38][N:39](C)C=O. Given the product [C:14]([C:11]1[CH:12]=[CH:13][C:8]([C:6]2[CH:7]=[C:2]([C:38]#[N:39])[CH:3]=[C:4]([CH2:16][O:17][CH2:18][C:19]3([C:32]4[CH:33]=[CH:34][CH:35]=[CH:36][CH:37]=4)[CH2:20][CH2:21][N:22]([C:25]([O:27][C:28]([CH3:30])([CH3:29])[CH3:31])=[O:26])[CH2:23][CH2:24]3)[CH:5]=2)=[CH:9][CH:10]=1)#[N:15], predict the reactants needed to synthesize it. (6) Given the product [F:37][CH:2]([F:1])[O:3][C:4]1[CH:5]=[CH:6][C:7]([C:10]2[CH:11]=[N:12][C:13]([NH:16][C:17]3[CH:18]=[CH:19][C:20]([CH3:36])=[C:21]([NH:23][C:24]([N:26]4[CH2:31][CH2:30][N:29]([CH3:38])[CH:28]([C:32]([F:35])([F:34])[F:33])[CH2:27]4)=[O:25])[CH:22]=3)=[N:14][CH:15]=2)=[CH:8][CH:9]=1.[C:38]([OH:40])([C:32]([F:35])([F:34])[F:33])=[O:39], predict the reactants needed to synthesize it. The reactants are: [F:1][CH:2]([F:37])[O:3][C:4]1[CH:9]=[CH:8][C:7]([C:10]2[CH:11]=[N:12][C:13]([NH:16][C:17]3[CH:18]=[CH:19][C:20]([CH3:36])=[C:21]([NH:23][C:24]([N:26]4[CH2:31][CH2:30][NH:29][CH:28]([C:32]([F:35])([F:34])[F:33])[CH2:27]4)=[O:25])[CH:22]=3)=[N:14][CH:15]=2)=[CH:6][CH:5]=1.[CH2:38]=[O:39].[O-:40]S([O-])(=O)=O.[Na+].[Na+]. (7) Given the product [Cl:16][C:17]1[CH:18]=[C:19]([NH:20][C:2]2[C:11]3[C:6](=[CH:7][C:8]([O:14][CH3:15])=[C:9]([O:12][CH3:13])[CH:10]=3)[N:5]=[CH:4][N:3]=2)[CH:21]=[CH:22][C:23]=1[O:24][CH2:25][C:26]1[CH:31]=[CH:30][CH:29]=[C:28]([F:32])[CH:27]=1, predict the reactants needed to synthesize it. The reactants are: Cl[C:2]1[C:11]2[C:6](=[CH:7][C:8]([O:14][CH3:15])=[C:9]([O:12][CH3:13])[CH:10]=2)[N:5]=[CH:4][N:3]=1.[Cl:16][C:17]1[CH:18]=[C:19]([CH:21]=[CH:22][C:23]=1[O:24][CH2:25][C:26]1[CH:31]=[CH:30][CH:29]=[C:28]([F:32])[CH:27]=1)[NH2:20]. (8) Given the product [F:5][C:6]1[CH:11]=[CH:10][C:9]([N+:12]([O-:14])=[O:13])=[CH:8][C:7]=1[OH:15], predict the reactants needed to synthesize it. The reactants are: B(Br)(Br)Br.[F:5][C:6]1[CH:11]=[CH:10][C:9]([N+:12]([O-:14])=[O:13])=[CH:8][C:7]=1[O:15]C.